From a dataset of Drug-target binding data from BindingDB using IC50 measurements. Regression. Given a target protein amino acid sequence and a drug SMILES string, predict the binding affinity score between them. We predict pIC50 (pIC50 = -log10(IC50 in M); higher means more potent). Dataset: bindingdb_ic50. (1) The drug is O=C(O)Cc1cccc(O)c1. The pIC50 is 4.9. The target protein sequence is MRAAAAGLGPGRLHAWAARRGLGRFPARVPRAAGGRSPCPASISNSRTLRLAAAGNTFCLASTLSSGCWEPCSWPSASGPGVRRAFFPTSQGGQIQGGLDPVWLFVVIGGIMSVLGFAGCIGALRENTFLLKFFSVFLGLIFFLELAAGILAFVFKDWIRDQLNLFINNNVKAYRDDIDLQNLIDFAQEYWSCCGARGPNDWNLNIRTSTALTSNPSRERCGVPFFCWVRTLRKTSQYPCGYTSAQTELEHKIHLHQSWWPFEKWLKKPDGWPGLGAIASFKMGIAGPNPRSTSRQERPTGKLPGVMATCLAHRAVVGASKDALPHSQWQGLWDVCYDLSPRLCEHGTQEATEAGLGLNWGCTGAGLGLFTTELCVWGVHMCVCVCVCVCVRVCLCLCVRVRGMHVCALVSTPGVSTPLLVRWWPFQSFKGDGARRVGHVPASPSLLWDVSLCGLGACCLRPLHIHHDLEPAWSSPWPQCHSLEMGPRILSVSLSRLPLR.... (2) The compound is COc1cccc(-c2cc(C)c(C(=O)N(C)Cc3cccc(O)c3)s2)c1F. The target protein (P51658) has sequence MSPFASESAWLCLAAAAVLGGTLLCGCRSGRQLRSQAVCLAGLWGGACLLSLSLLCTLFLLSVACFLLLYMSSSDQDLLPVDQKAVLVTGADSGFGHGLAKHLDKLGFTVFAGVLDKEGPGAEELRKHCSERLSVLQMDVTKPEQIKDAHSKVTEKIQDKGLWAVVNNAGVFHLPIDGELIPMSIYRKCMAVNFFGTVEVTKAFLPLLRKSKGRLVNVSSMGGTVPLQMTSAYAATKAALTMFSTIIRQELDKWGVKVVTIKPGGFKTNITGSQDIWDKMEKEILDHFSKDIQENYGQDYVHTQKLIIPTLKERSNPDITPVLRDIQHAISARNPSSFYYPGRMAYLWVCLAAYCPTSLLDYVIKKGFYPQPTPRALRTVH. The pIC50 is 7.3. (3) The compound is O=C(O)CCC(=O)N1N=C(c2c(-c3cc(Cl)cc(Cl)c3)c3ccccc3[nH]c2=O)CC1c1ccc(Cl)cc1. The target protein (Q00959) has sequence MGRLGYWTLLVLPALLVWRDPAQNAAAEKGPPALNIAVLLGHSHDVTERELRNLWGPEQATGLPLDVNVVALLMNRTDPKSLITHVCDLMSGARIHGLVFGDDTDQEAVAQMLDFISSQTFIPILGIHGGASMIMADKDPTSTFFQFGASIQQQATVMLKIMQDYDWHVFSLVTTIFPGYRDFISFIKTTVDNSFVGWDMQNVITLDTSFEDAKTQVQLKKIHSSVILLYCSKDEAVLILSEARSLGLTGYDFFWIVPSLVSGNTELIPKEFPSGLISVSYDDWDYSLEARVRDGLGILTTAASSMLEKFSYIPEAKASCYGQAEKPETPLHTLHQFMVNVTWDGKDLSFTEEGYQVHPRLVVIVLNKDREWEKVGKWENQTLSLRHAVWPRYKSFSDCEPDDNHLSIVTLEEAPFVIVEDIDPLTETCVRNTVPCRKFVKINNSTNEGMNVKKCCKGFCIDILKKLSRTVKFTYDLYLVTNGKHGKKVNNVWNGMIGEV.... The pIC50 is 5.3. (4) The small molecule is N=C(N)C1=CC(=O)/C(=C/C=c2ccc(=C(N)N)cc2)C=C1. The target protein (P61088) has sequence MAGLPRRIIKETQRLLAEPVPGIKAEPDESNARYFHVVIAGPQDSPFEGGTFKLELFLPEEYPMAAPKVRFMTKIYHPNVDKLGRICLDILKDKWSPALQIRTVLLSIQALLSAPNPDDPLANDVAEQWKTNEAQAIETARAWTRLYAMNNI. The pIC50 is 5.5. (5) The compound is CCCCCCCCCCCC1(C(=O)OC)CO1. The target protein sequence is WLIVVVGVMSTMYAKIDPSLGVIAKINRTLDATGYLSSRTQNVVSGVLFGTGLWVALIVTMRYSLKVLLSYHGWMFAEHSKMSRATKIWMMMVRVFSGRKTMLYSFQTSLPRLPVPAVQDTVSRYLEPVKPLMKEAEFKRMTALAQDFAVSLGPRLQWYLKLKSWWATNYVSDWWEEYIYLRGRGPLMVNSNYYAMDLLYITPTHIQAARAGNGIHAILLYRRKLDREEIKPILLGSTVPLCSAQWERMFNTSRIPGEETDTI. The pIC50 is 5.9. (6) The drug is CC(C)CC(=O)c1c(O)cc(O)cc1OCC(O)CNC(C)(C)C.Cl. The target protein (P05480) has sequence MGSNKSKPKDASQRRRSLEPSENVHGAGGAFPASQTPSKPASADGHRGPSAAFVPPAAEPKLFGGFNSSDTVTSPQRAGPLAGGVTTFVALYDYESRTETDLSFKKGERLQIVNNTRKVDVREGDWWLAHSLSTGQTGYIPSNYVAPSDSIQAEEWYFGKITRRESERLLLNAENPRGTFLVRESETTKGAYCLSVSDFDNAKGLNVKHYKIRKLDSGGFYITSRTQFNSLQQLVAYYSKHADGLCHRLTTVCPTSKPQTQGLAKDAWEIPRESLRLEVKLGQGCFGEVWMGTWNGTTRVAIKTLKPGTMSPEAFLQEAQVMKKLRHEKLVQLYAVVSEEPIYIVTEYMNKGSLLDFLKGETGKYLRLPQLVDMSAQIASGMAYVERMNYVHRDLRAANILVGENLVCKVADFGLARLIEDNEYTARQGAKFPIKWTAPEAALYGRFTIKSDVWSFGILLTELTTKGRVPYPGMVNREVLDQVERGYRMPCPPECPESLH.... The pIC50 is 4.7. (7) The drug is CCCCN(CCCC)c1nc(-c2cccn2Cc2ccccc2)nc(N2CCCCCC2)n1. The target protein (Q6GFD7) has sequence MAKTYIFGHKNPDTDAISSAIIMAEFEQLRGNSGAKAYRLGDVSAETQFALDTFNVPAPELLTDDLDGQDVILVDHNEFQQSSDTIASATIKHVIDHHRIANFETAGPLCYRAEPVGCTATILYKMFRERGFEIKPEIAGLMLSAIISDSLLFKSPTCTQQDVKAAEELKDIAKVDIQKYGLDMLKAGASTTDKSVEFLLNMDAKSFTMGDYVTRIAQVNAVDLDEVLNRKEDLEKEMLAVSAQEKYDLFVLVVTDIINSDSKILVVGAEKDKVGEAFNVQLEDDMAFLSGVVSRKKQIVPQITEALTK. The pIC50 is 3.2.